From a dataset of Reaction yield outcomes from USPTO patents with 853,638 reactions. Predict the reaction yield, written as a fraction of the theoretical maximum amount of product (1.0 means a 100% yield; for example, 0.34 means a 34% yield). (1) The reactants are C(O[C:9]([N:11]1[CH2:16][CH2:15][CH:14]([CH2:17][N:18]([C:28]2[CH:32]=[C:31]([C:33]3[CH:38]=[CH:37][CH:36]=[CH:35][CH:34]=3)[S:30][C:29]=2[C:39]([O:41][CH3:42])=[O:40])[C:19]([CH:21]2[CH2:26][CH2:25][CH:24]([CH3:27])[CH2:23][CH2:22]2)=[O:20])[CH2:13][CH2:12]1)=O)C1C=CC=CC=1.C=O. The product is [CH3:42][O:41][C:39]([C:29]1[S:30][C:31]([C:33]2[CH:34]=[CH:35][CH:36]=[CH:37][CH:38]=2)=[CH:32][C:28]=1[N:18]([C:19]([CH:21]1[CH2:26][CH2:25][CH:24]([CH3:27])[CH2:23][CH2:22]1)=[O:20])[CH2:17][CH:14]1[CH2:15][CH2:16][N:11]([CH3:9])[CH2:12][CH2:13]1)=[O:40]. The yield is 0.310. The catalyst is CO.CC(O)=O.[Pd]. (2) The reactants are [CH2:1]([N:5]1[C:14](=[O:15])[C:13]([C:16]#[N:17])=[C:12]2[C:7]([C:8](=[O:18])[CH2:9][CH2:10][CH2:11]2)=[CH:6]1)[CH2:2][CH2:3][CH3:4].[BH4-].[Na+].Cl. The catalyst is C1COCC1. The product is [CH2:1]([N:5]1[C:14](=[O:15])[C:13]([C:16]#[N:17])=[C:12]2[C:7]([CH:8]([OH:18])[CH2:9][CH2:10][CH2:11]2)=[CH:6]1)[CH2:2][CH2:3][CH3:4]. The yield is 0.750. (3) The yield is 0.840. The reactants are [Cl:1][C:2]1[N:7]=[CH:6][C:5]([C:8]2[CH:9]=[C:10]([CH:16]=[CH:17][CH:18]=2)[C:11]([O:13][CH2:14][CH3:15])=[O:12])=[CH:4][C:3]=1[N+:19]([O-])=O.O.O.[Sn](Cl)Cl.[NH4+].[OH-].C([O-])([O-])=O.[Na+].[Na+]. The product is [NH2:19][C:3]1[CH:4]=[C:5]([C:8]2[CH:9]=[C:10]([CH:16]=[CH:17][CH:18]=2)[C:11]([O:13][CH2:14][CH3:15])=[O:12])[CH:6]=[N:7][C:2]=1[Cl:1]. The catalyst is C(OCC)(=O)C. (4) The reactants are [CH3:1][C@@H:2]1[CH2:8][NH:7][CH2:6][C:5]2[CH:9]=[CH:10][C:11]([C:13]([O:15][CH3:16])=[O:14])=[CH:12][C:4]=2[O:3]1.I[C:18]1[CH:23]=[CH:22][CH:21]=[CH:20][CH:19]=1.CC1(C)C2C(=C(P(C3C=CC=CC=3)C3C=CC=CC=3)C=CC=2)OC2C(P(C3C=CC=CC=3)C3C=CC=CC=3)=CC=CC1=2.C([O-])([O-])=O.[Cs+].[Cs+]. The catalyst is O1CCOCC1.CC([O-])=O.CC([O-])=O.[Pd+2]. The product is [CH3:1][C@@H:2]1[CH2:8][N:7]([C:18]2[CH:23]=[CH:22][CH:21]=[CH:20][CH:19]=2)[CH2:6][C:5]2[CH:9]=[CH:10][C:11]([C:13]([O:15][CH3:16])=[O:14])=[CH:12][C:4]=2[O:3]1. The yield is 0.670. (5) The yield is 0.300. The reactants are [Cl:1][C:2]1[CH:7]=[CH:6][C:5]([S:8]([N:11]2[CH:16]=[CH:15][C:14](=O)[C:13](=[CH:18][N:19](C)C)[CH:12]2[C:22]([O:24][CH2:25][CH3:26])=[O:23])(=[O:10])=[O:9])=[CH:4][CH:3]=1.C(O)(=O)C.O.[NH2:32]N. The catalyst is CCO. The product is [Cl:1][C:2]1[CH:3]=[CH:4][C:5]([S:8]([N:11]2[CH:16]=[CH:15][C:14]3[NH:32][N:19]=[CH:18][C:13]=3[CH:12]2[C:22]([O:24][CH2:25][CH3:26])=[O:23])(=[O:10])=[O:9])=[CH:6][CH:7]=1. (6) The reactants are [Cl:1][C:2]1[CH:18]=[CH:17][C:5]2[CH2:6][CH2:7][N:8]([C:11](=[O:16])[C:12]([F:15])([F:14])[F:13])[CH2:9][CH2:10][C:4]=2[C:3]=1OS(C(F)(F)F)(=O)=O.[CH:27]1([CH2:30][NH:31][C:32]2[S:36][N:35]=[C:34]([C:37]3[CH:44]=[CH:43][C:40]([CH2:41][NH2:42])=[CH:39][CH:38]=3)[CH:33]=2)[CH2:29][CH2:28]1. The catalyst is C1(C)C=CC=CC=1. The product is [Cl:1][C:2]1[CH:18]=[CH:17][C:5]2[CH2:6][CH2:7][N:8]([C:11](=[O:16])[C:12]([F:15])([F:13])[F:14])[CH2:9][CH2:10][C:4]=2[C:3]=1[NH:42][CH2:41][C:40]1[CH:39]=[CH:38][C:37]([C:34]2[CH:33]=[C:32]([NH:31][CH2:30][CH:27]3[CH2:29][CH2:28]3)[S:36][N:35]=2)=[CH:44][CH:43]=1. The yield is 0.400. (7) The reactants are [Na].[C:2]([O:10][CH2:11][CH3:12])(=[O:9])[CH2:3][C:4]([O:6][CH2:7][CH3:8])=[O:5].[CH2:13]([O:20][CH2:21][CH2:22][CH2:23][CH2:24][CH2:25][CH2:26]Cl)[C:14]1[CH:19]=[CH:18][CH:17]=[CH:16][CH:15]=1. The catalyst is C(O)C. The product is [CH2:13]([O:20][CH2:21][CH2:22][CH2:23][CH2:24][CH2:25][CH2:26][CH:3]([C:4]([O:6][CH2:7][CH3:8])=[O:5])[C:2]([O:10][CH2:11][CH3:12])=[O:9])[C:14]1[CH:19]=[CH:18][CH:17]=[CH:16][CH:15]=1. The yield is 0.680.